Dataset: Full USPTO retrosynthesis dataset with 1.9M reactions from patents (1976-2016). Task: Predict the reactants needed to synthesize the given product. Given the product [CH3:13][C:12]1[CH:11]=[CH:10][C:6]([C:7]([OH:9])=[O:8])=[CH:5][C:4]=1[N:1]1[CH:22]=[C:21]([C:20]2[C:15]([CH3:14])=[N:16][CH:17]=[CH:18][CH:19]=2)[N:3]=[N:2]1, predict the reactants needed to synthesize it. The reactants are: [N:1]([C:4]1[CH:5]=[C:6]([CH:10]=[CH:11][C:12]=1[CH3:13])[C:7]([OH:9])=[O:8])=[N+:2]=[N-:3].[CH3:14][C:15]1[C:20]([C:21]#[CH:22])=[CH:19][CH:18]=[CH:17][N:16]=1.CC1C=C(C=C(N2C=C(C3C=NC=CC=3)N=N2)C=1C)C(O)=O.